From a dataset of NCI-60 drug combinations with 297,098 pairs across 59 cell lines. Regression. Given two drug SMILES strings and cell line genomic features, predict the synergy score measuring deviation from expected non-interaction effect. Drug 1: COC1=C(C=C2C(=C1)N=CN=C2NC3=CC(=C(C=C3)F)Cl)OCCCN4CCOCC4. Drug 2: C(CN)CNCCSP(=O)(O)O. Cell line: SK-MEL-5. Synergy scores: CSS=-0.703, Synergy_ZIP=-4.47, Synergy_Bliss=-9.55, Synergy_Loewe=-26.4, Synergy_HSA=-11.3.